From a dataset of Forward reaction prediction with 1.9M reactions from USPTO patents (1976-2016). Predict the product of the given reaction. (1) The product is: [Br:1][C:28]1[C:29]([NH2:31])=[N:30][C:25]([C:22]2[CH:23]=[CH:24][C:19]([O:18][C:13]3[C:12]4[CH:11]=[CH:10][O:9][C:17]=4[CH:16]=[CH:15][N:14]=3)=[CH:20][C:21]=2[CH3:33])=[C:26]([CH3:32])[N:27]=1. Given the reactants [Br:1]N1C(=O)CCC1=O.[O:9]1[C:17]2[CH:16]=[CH:15][N:14]=[C:13]([O:18][C:19]3[CH:24]=[CH:23][C:22]([C:25]4[N:30]=[C:29]([NH2:31])[CH:28]=[N:27][C:26]=4[CH3:32])=[C:21]([CH3:33])[CH:20]=3)[C:12]=2[CH:11]=[CH:10]1, predict the reaction product. (2) Given the reactants C1(P(C2C=CC=CC=2)C2C=CC=CC=2)C=CC=CC=1.CC(OC(/N=N/C(OC(C)(C)C)=O)=O)(C)C.[OH:36][CH:37]1[CH2:42][CH2:41][N:40]([CH3:43])[CH2:39][CH2:38]1.O[C:45]1[CH:46]=[CH:47][CH:48]=[C:49]2[C:54]=1[N:53]=[C:52]([NH:55][C:56]1[CH:57]=[C:58]([S:62]([NH2:65])(=[O:64])=[O:63])[CH:59]=[CH:60][CH:61]=1)[N:51]=[CH:50]2, predict the reaction product. The product is: [CH3:43][N:40]1[CH2:41][CH2:42][CH:37]([O:36][C:45]2[CH:46]=[CH:47][CH:48]=[C:49]3[C:54]=2[N:53]=[C:52]([NH:55][C:56]2[CH:57]=[C:58]([S:62]([NH2:65])(=[O:64])=[O:63])[CH:59]=[CH:60][CH:61]=2)[N:51]=[CH:50]3)[CH2:38][CH2:39]1. (3) Given the reactants Br[CH:2]([C:13]1[CH:18]=[CH:17][CH:16]=[CH:15][CH:14]=1)[C:3]([C:5]1[CH:12]=[CH:11][CH:10]=[CH:9][C:6]=1C=O)=O.[Br:19][C:20]1[CH:21]=[CH:22][C:23]([NH2:26])=[N:24][CH:25]=1.O.CN([CH:31]=[O:32])C, predict the reaction product. The product is: [Br:19][C:20]1[CH:21]=[CH:22][C:23]2[N:24]([C:3]([C:5]3[CH:6]=[CH:9][CH:10]=[CH:11][CH:12]=3)=[C:2]([C:13]3[CH:14]=[CH:15][C:16]([CH:31]=[O:32])=[CH:17][CH:18]=3)[N:26]=2)[CH:25]=1. (4) Given the reactants N#N.[C:3]([O:7][C:8](=[O:28])[CH2:9][S:10]([C:13]1[CH:18]=[CH:17][C:16](B2OC(C)(C)C(C)(C)O2)=[CH:15][CH:14]=1)(=[O:12])=[O:11])([CH3:6])([CH3:5])[CH3:4].[Br:29][C:30]1[CH:35]=[CH:34][C:33](C2C=CC(S(C)(=O)=O)=CC=2)=[CH:32][CH:31]=1.C([O-])([O-])=O.[Na+].[Na+], predict the reaction product. The product is: [C:3]([O:7][C:8](=[O:28])[CH2:9][S:10]([C:13]1[CH:14]=[CH:15][C:16]([C:33]2[CH:34]=[CH:35][C:30]([Br:29])=[CH:31][CH:32]=2)=[CH:17][CH:18]=1)(=[O:11])=[O:12])([CH3:4])([CH3:5])[CH3:6]. (5) The product is: [Cl:1][C:2]1[CH:3]=[C:4]([NH2:24])[C:5]([I:27])=[N:6][C:7]=1[C:8]1[CH:9]=[CH:10][C:11]([C:14]2[CH:15]=[CH:16][C:17]([S:20]([CH3:23])(=[O:22])=[O:21])=[CH:18][CH:19]=2)=[CH:12][CH:13]=1. Given the reactants [Cl:1][C:2]1[CH:3]=[C:4]([NH2:24])[CH:5]=[N:6][C:7]=1[C:8]1[CH:13]=[CH:12][C:11]([C:14]2[CH:19]=[CH:18][C:17]([S:20]([CH3:23])(=[O:22])=[O:21])=[CH:16][CH:15]=2)=[CH:10][CH:9]=1.II.[I:27]([O-])(=O)(=O)=O.[Na+].S(S([O-])=O)([O-])(=O)=O.[Na+].[Na+], predict the reaction product. (6) Given the reactants [CH2:1]([O:3][C:4]([C:6]1[C:15](=O)[C:14]2[C:9](=[CH:10][CH:11]=[C:12]([O:17][CH3:18])[N:13]=2)[NH:8][CH:7]=1)=[O:5])[CH3:2].P(Cl)(Cl)([Cl:21])=O, predict the reaction product. The product is: [CH2:1]([O:3][C:4]([C:6]1[CH:7]=[N:8][C:9]2[C:14]([C:15]=1[Cl:21])=[N:13][C:12]([O:17][CH3:18])=[CH:11][CH:10]=2)=[O:5])[CH3:2]. (7) Given the reactants [NH2:1][C:2]1([CH2:6][NH:7][C:8]2[C:17]3[C:12](=[CH:13][CH:14]=[C:15]([CH3:18])[CH:16]=3)[N:11]=[C:10]([N:19]3[CH2:25][C:24]4[CH:26]=[C:27]([O:30]C)[CH:28]=[CH:29][C:23]=4[S:22](=[O:33])(=[O:32])[CH2:21][CH2:20]3)[CH:9]=2)[CH2:5][O:4][CH2:3]1.[OH-].[K+], predict the reaction product. The product is: [NH2:1][C:2]1([CH2:6][NH:7][C:8]2[C:17]3[C:12](=[CH:13][CH:14]=[C:15]([CH3:18])[CH:16]=3)[N:11]=[C:10]([N:19]3[CH2:25][C:24]4[CH:26]=[C:27]([OH:30])[CH:28]=[CH:29][C:23]=4[S:22](=[O:32])(=[O:33])[CH2:21][CH2:20]3)[CH:9]=2)[CH2:3][O:4][CH2:5]1.